From a dataset of Forward reaction prediction with 1.9M reactions from USPTO patents (1976-2016). Predict the product of the given reaction. (1) Given the reactants [Cl:1][C:2]1[CH:7]=[CH:6][C:5]([C@H:8]2[N:15]3[C:11]([S:12][C:13]([C:19]([N:21]4[C@H:28]([CH3:29])[CH2:27][CH2:26][C@H:22]4[C:23](O)=[O:24])=[O:20])=[C:14]3[CH:16]([CH3:18])[CH3:17])=[N:10][C@:9]2([C:31]2[CH:36]=[CH:35][C:34]([Cl:37])=[CH:33][CH:32]=2)[CH3:30])=[CH:4][CH:3]=1.[CH:38]1([N:41]([CH3:47])[C@@H:42]2[CH2:46][CH2:45][NH:44][CH2:43]2)[CH2:40][CH2:39]1, predict the reaction product. The product is: [Cl:1][C:2]1[CH:3]=[CH:4][C:5]([C@H:8]2[N:15]3[C:11]([S:12][C:13]([C:19]([N:21]4[C@H:28]([CH3:29])[CH2:27][CH2:26][C@H:22]4[C:23]([N:44]4[CH2:45][CH2:46][C@H:42]([N:41]([CH:38]5[CH2:40][CH2:39]5)[CH3:47])[CH2:43]4)=[O:24])=[O:20])=[C:14]3[CH:16]([CH3:18])[CH3:17])=[N:10][C@:9]2([C:31]2[CH:36]=[CH:35][C:34]([Cl:37])=[CH:33][CH:32]=2)[CH3:30])=[CH:6][CH:7]=1. (2) Given the reactants [H-].[Na+].[Br:3][C:4]1[CH:9]=[CH:8][N:7]=[C:6]([C:10]2[CH2:14][CH2:13][C@:12]3([CH2:18][CH2:17][NH:16][C:15]3=[O:19])[N:11]=2)[CH:5]=1.Cl[CH2:21][O:22][CH2:23][CH2:24][Si:25]([CH3:28])([CH3:27])[CH3:26].[CH2:29]1COCC1, predict the reaction product. The product is: [Br:3][C:4]1[CH:9]=[C:8]([CH3:29])[N:7]=[C:6]([C:10]2[CH2:14][CH2:13][C@:12]3([CH2:18][CH2:17][N:16]([CH2:21][O:22][CH2:23][CH2:24][Si:25]([CH3:28])([CH3:27])[CH3:26])[C:15]3=[O:19])[N:11]=2)[CH:5]=1. (3) The product is: [CH:22]12[CH2:28][CH:26]3[CH2:25][CH:24]([CH2:29][CH:20]([CH2:27]3)[CH:21]1[NH:30][C:31]([N:11]1[CH2:10][CH2:9][C:8]3([C:14]4[C:5](=[CH:4][CH:3]=[C:2]([CH3:1])[CH:15]=4)[CH:6]([CH2:16][C:17]([OH:19])=[O:18])[CH2:7]3)[CH2:13][CH2:12]1)=[O:32])[CH2:23]2. Given the reactants [CH3:1][C:2]1[CH:15]=[C:14]2[C:5]([CH:6]([CH2:16][C:17]([OH:19])=[O:18])[CH2:7][C:8]32[CH2:13][CH2:12][NH:11][CH2:10][CH2:9]3)=[CH:4][CH:3]=1.[CH:20]12[CH2:29][CH:24]3[CH2:25][CH:26]([CH2:28][CH:22]([CH2:23]3)[CH:21]1[N:30]=[C:31]=[O:32])[CH2:27]2.CCN(C(C)C)C(C)C, predict the reaction product.